From a dataset of Reaction yield outcomes from USPTO patents with 853,638 reactions. Predict the reaction yield, written as a fraction of the theoretical maximum amount of product (1.0 means a 100% yield; for example, 0.34 means a 34% yield). (1) The reactants are Br[C:2]1[CH:17]=[CH:16][C:5]([CH2:6][CH2:7][NH:8][C:9](=[O:15])[O:10][C:11]([CH3:14])([CH3:13])[CH3:12])=[CH:4][CH:3]=1.[B:18]1([B:18]2[O:22][C:21]([CH3:24])([CH3:23])[C:20]([CH3:26])([CH3:25])[O:19]2)[O:22][C:21]([CH3:24])([CH3:23])[C:20]([CH3:26])([CH3:25])[O:19]1.C([O-])(=O)C.[K+]. The catalyst is O1CCOCC1.C(OCC)(=O)C.C1C=CC(P(C2C=CC=CC=2)[C-]2C=CC=C2)=CC=1.C1C=CC(P(C2C=CC=CC=2)[C-]2C=CC=C2)=CC=1.Cl[Pd]Cl.[Fe+2].C1(P(C2C=CC=CC=2)[C-]2C=CC=C2)C=CC=CC=1.[C-]1(P(C2C=CC=CC=2)C2C=CC=CC=2)C=CC=C1.[Fe+2]. The product is [CH3:25][C:20]1([CH3:26])[C:21]([CH3:24])([CH3:23])[O:22][B:18]([C:2]2[CH:17]=[CH:16][C:5]([CH2:6][CH2:7][NH:8][C:9](=[O:15])[O:10][C:11]([CH3:14])([CH3:13])[CH3:12])=[CH:4][CH:3]=2)[O:19]1. The yield is 1.04. (2) The reactants are FC(F)(F)S(O[C:7]1[CH2:8][CH2:9][N:10]([C:13]([O:15][C:16]([CH3:19])([CH3:18])[CH3:17])=[O:14])[CH2:11][CH:12]=1)(=O)=O.[N+:22]([C:25]1[CH:30]=[CH:29][C:28](B(O)O)=[CH:27][CH:26]=1)([O-:24])=[O:23].C(=O)([O-])[O-].[Na+].[Na+].[Cl-].[Li+]. The catalyst is [Pd].C1(P(C2C=CC=CC=2)C2C=CC=CC=2)C=CC=CC=1.C1(P(C2C=CC=CC=2)C2C=CC=CC=2)C=CC=CC=1.C1(P(C2C=CC=CC=2)C2C=CC=CC=2)C=CC=CC=1.C1(P(C2C=CC=CC=2)C2C=CC=CC=2)C=CC=CC=1.COCCOC. The product is [N+:22]([C:25]1[CH:30]=[CH:29][C:28]([C:7]2[CH2:8][CH2:9][N:10]([C:13]([O:15][C:16]([CH3:19])([CH3:18])[CH3:17])=[O:14])[CH2:11][CH:12]=2)=[CH:27][CH:26]=1)([O-:24])=[O:23]. The yield is 0.599. (3) The reactants are Cl.Cl.[NH2:3][C:4]1[N:9]=[CH:8][N:7]=[C:6]2[N:10]([CH:16]([C:18]3[C:19]([O:31][CH3:32])=[C:20]([CH:27]4[CH2:30][NH:29][CH2:28]4)[C:21]([CH3:26])=[C:22]([CH:25]=3)[C:23]#[N:24])[CH3:17])[N:11]=[C:12]([CH:13]([F:15])[F:14])[C:5]=12.Br[CH2:34][CH:35]([F:37])[F:36].C(N(CC)CC)C. The yield is 0.160. The product is [NH2:3][C:4]1[N:9]=[CH:8][N:7]=[C:6]2[N:10]([CH:16]([C:18]3[C:19]([O:31][CH3:32])=[C:20]([CH:27]4[CH2:30][N:29]([CH2:34][CH:35]([F:37])[F:36])[CH2:28]4)[C:21]([CH3:26])=[C:22]([CH:25]=3)[C:23]#[N:24])[CH3:17])[N:11]=[C:12]([CH:13]([F:14])[F:15])[C:5]=12. The catalyst is CN(C)C=O.CO. (4) The reactants are [F:1][C:2]1[CH:7]=[CH:6][C:5]([C:8]2[C:9]3[CH:21]=[CH:20][C:19](=[O:22])[N:18]([C:23]4[CH:28]=[CH:27][CH:26]=[CH:25][C:24]=4[CH3:29])[C:10]=3[N:11]=[C:12](S(C)(=O)=O)[N:13]=2)=[C:4]([CH3:30])[CH:3]=1.[NH2:31][CH2:32][C:33]([CH3:36])([OH:35])[CH3:34]. No catalyst specified. The product is [F:1][C:2]1[CH:7]=[CH:6][C:5]([C:8]2[C:9]3[CH:21]=[CH:20][C:19](=[O:22])[N:18]([C:23]4[CH:28]=[CH:27][CH:26]=[CH:25][C:24]=4[CH3:29])[C:10]=3[N:11]=[C:12]([NH:31][CH2:32][C:33]([OH:35])([CH3:36])[CH3:34])[N:13]=2)=[C:4]([CH3:30])[CH:3]=1. The yield is 0.790. (5) The reactants are Cl[C:2]1[N:7]=[C:6]([Cl:8])[N:5]=[C:4]([N:9]2[CH:14]([CH3:15])[CH2:13][O:12][CH2:11][CH:10]2[CH3:16])[N:3]=1.[CH3:17][NH:18][C:19]([NH:21][C:22]1[CH:27]=[CH:26][C:25](B2OC(C)(C)C(C)(C)O2)=[CH:24][CH:23]=1)=[O:20]. No catalyst specified. The product is [Cl:8][C:6]1[N:5]=[C:4]([N:9]2[CH:14]([CH3:15])[CH2:13][O:12][CH2:11][CH:10]2[CH3:16])[N:3]=[C:2]([C:25]2[CH:24]=[CH:23][C:22]([NH:21][C:19]([NH:18][CH3:17])=[O:20])=[CH:27][CH:26]=2)[N:7]=1. The yield is 0.160. (6) The reactants are Br[C:2]1[CH:3]=[N:4][CH:5]=[C:6]([C:8]2[CH:13]=[CH:12][CH:11]=[CH:10][CH:9]=2)[CH:7]=1.C([Mg]Cl)(C)C.[O:19]=[C:20]1[CH2:26][CH:25]2[CH2:27][CH:21]1[CH2:22][N:23]([C:28]([O:30][CH2:31][CH3:32])=[O:29])[CH2:24]2. The catalyst is C1COCC1. The product is [OH:19][C:20]1([C:2]2[CH:3]=[N:4][CH:5]=[C:6]([C:8]3[CH:13]=[CH:12][CH:11]=[CH:10][CH:9]=3)[CH:7]=2)[CH2:26][CH:25]2[CH2:27][CH:21]1[CH2:22][N:23]([C:28]([O:30][CH2:31][CH3:32])=[O:29])[CH2:24]2. The yield is 0.130. (7) The reactants are [CH3:1][O:2][C:3]([C:5]1[S:6][C:7]([C:11]2[CH:16]=[CH:15][CH:14]=[CH:13][CH:12]=2)=[CH:8][C:9]=1[NH2:10])=[O:4].[CH:17]([CH:19]1[CH2:24][CH2:23][CH2:22][N:21]([C:25](OCC2C=CC=CC=2)=O)[CH2:20]1)=O.C1([SiH3])C=CC=CC=1. The catalyst is C1COCC1.CCOC(C)=O.C([Sn](Cl)(Cl)CCCC)CCC. The product is [CH3:1][O:2][C:3]([C:5]1[S:6][C:7]([C:11]2[CH:16]=[CH:15][CH:14]=[CH:13][CH:12]=2)=[CH:8][C:9]=1[NH:10][CH2:17][CH:19]1[CH2:24][CH2:23][CH2:22][N:21]([CH3:25])[CH2:20]1)=[O:4]. The yield is 0.510. (8) The product is [CH3:39][NH:40][C:41](=[O:55])[CH2:42][N:43]([CH3:54])[C:44]1[C:52]2[C:47](=[CH:48][CH:49]=[C:50]([NH:53][C:15](=[O:17])[CH2:14][C:11]3[CH:10]=[CH:9][C:8]([O:1][CH2:2][C:7]4[CH:6]=[CH:5][CH:4]=[CH:3][CH:18]=4)=[CH:13][CH:12]=3)[CH:51]=2)[NH:46][N:45]=1. The catalyst is CN(C=O)C.C(OCC)(=O)C. The reactants are [O:1]([C:8]1[CH:13]=[CH:12][C:11]([CH2:14][C:15]([OH:17])=O)=[CH:10][CH:9]=1)[C:2]1[CH:7]=[CH:6][CH:5]=[CH:4][CH:3]=1.[CH2:18](Cl)CCl.C1C=CC2N(O)N=NC=2C=1.CCN(CC)CC.[CH3:39][NH:40][C:41](=[O:55])[CH2:42][N:43]([CH3:54])[C:44]1[C:52]2[C:47](=[CH:48][CH:49]=[C:50]([NH2:53])[CH:51]=2)[NH:46][N:45]=1. The yield is 0.547. (9) The reactants are [C:1](=[O:4])([O-])[OH:2].[Na+].Cl.NO.[C:9]([C:11]1[C:12](=[O:40])[N:13]([CH2:17][C@H:18]2[C@H:24]([C:25]3[CH:30]=[CH:29][C:28]([Cl:31])=[C:27]([Cl:32])[CH:26]=3)[O:23][CH2:22][CH2:21][N:20]([C:33]([O:35][C:36]([CH3:39])([CH3:38])[CH3:37])=[O:34])[CH2:19]2)[CH:14]=[CH:15][CH:16]=1)#[N:10].C1(C2CCCCCCCCCC=2)CCCCCCCCN[N:42]=1. The catalyst is CS(C)=O.O.C1COCC1. The product is [Cl:32][C:27]1[CH:26]=[C:25]([C@@H:24]2[O:23][CH2:22][CH2:21][N:20]([C:33]([O:35][C:36]([CH3:37])([CH3:39])[CH3:38])=[O:34])[CH2:19][C@H:18]2[CH2:17][N:13]2[CH:14]=[CH:15][CH:16]=[C:11]([C:9]3[NH:42][C:1](=[O:4])[O:2][N:10]=3)[C:12]2=[O:40])[CH:30]=[CH:29][C:28]=1[Cl:31]. The yield is 0.726.